This data is from Forward reaction prediction with 1.9M reactions from USPTO patents (1976-2016). The task is: Predict the product of the given reaction. Given the reactants [Cl:1][C:2]1[N:3]=[C:4]([NH:21][C:22]2[CH:27]=[CH:26][N:25]=[CH:24][N:23]=2)[C:5]2[N:10]([CH2:11][CH2:12][O:13][CH2:14][C:15]([F:18])([F:17])[F:16])[N:9]=[C:8]([CH2:19]Cl)[C:6]=2[N:7]=1.[NH:28]1[CH2:33][CH2:32][O:31][CH2:30][CH2:29]1.C(N(CC)C(C)C)(C)C, predict the reaction product. The product is: [F:16][C:15]([F:18])([F:17])[C:14]([OH:31])=[O:13].[Cl:1][C:2]1[N:3]=[C:4]([NH:21][C:22]2[CH:27]=[CH:26][N:25]=[CH:24][N:23]=2)[C:5]2[N:10]([CH2:11][CH2:12][O:13][CH2:14][C:15]([F:18])([F:17])[F:16])[N:9]=[C:8]([CH2:19][N:28]3[CH2:33][CH2:32][O:31][CH2:30][CH2:29]3)[C:6]=2[N:7]=1.